From a dataset of Catalyst prediction with 721,799 reactions and 888 catalyst types from USPTO. Predict which catalyst facilitates the given reaction. (1) Product: [F:22][C:21]([F:24])([F:23])[C:20]([C:17]1[CH:18]=[CH:19][C:14]([S:11]([C:4]2[S:3][C:2]([N:27]3[CH2:31][CH2:30][CH2:29][CH2:28]3)=[N:6][C:5]=2[C:7]([F:10])([F:9])[F:8])(=[O:13])=[O:12])=[CH:15][CH:16]=1)([OH:26])[CH3:25]. The catalyst class is: 2. Reactant: Br[C:2]1[S:3][C:4]([S:11]([C:14]2[CH:19]=[CH:18][C:17]([C:20]([OH:26])([CH3:25])[C:21]([F:24])([F:23])[F:22])=[CH:16][CH:15]=2)(=[O:13])=[O:12])=[C:5]([C:7]([F:10])([F:9])[F:8])[N:6]=1.[NH:27]1[CH2:31][CH2:30][CH2:29][CH2:28]1.CCOC(C)=O. (2) Reactant: [NH2:1][C@@H:2]1[CH2:5][C@H:4]([C:6]([OH:8])=[O:7])[C:3]1([CH3:10])[CH3:9].C(N(CC)CC)C.[C:18]([O:21][C@H:22]1[CH2:39][CH2:38][C@@:37]2([CH3:40])[C@@H:24]([CH2:25][CH2:26][C@:27]3([CH3:51])[C@@H:36]2[CH2:35][CH2:34][C@H:33]2[C@@:28]3([CH3:50])[CH2:29][CH2:30][C@@:31]3([C:47](Cl)=[O:48])[CH2:43][CH2:42][C@@H:41]([C:44]([CH3:46])=[CH2:45])[C@@H:32]32)[C:23]1([CH3:53])[CH3:52])(=[O:20])[CH3:19]. Product: [C:18]([O:21][C@H:22]1[CH2:39][CH2:38][C@@:37]2([CH3:40])[C@@H:24]([CH2:25][CH2:26][C@:27]3([CH3:51])[C@@H:36]2[CH2:35][CH2:34][C@H:33]2[C@@:28]3([CH3:50])[CH2:29][CH2:30][C@@:31]3([C:47]([NH:1][C@@H:2]4[CH2:5][C@H:4]([C:6]([OH:8])=[O:7])[C:3]4([CH3:10])[CH3:9])=[O:48])[CH2:43][CH2:42][C@@H:41]([C:44]([CH3:46])=[CH2:45])[C@@H:32]32)[C:23]1([CH3:53])[CH3:52])(=[O:20])[CH3:19]. The catalyst class is: 2.